The task is: Regression. Given two drug SMILES strings and cell line genomic features, predict the synergy score measuring deviation from expected non-interaction effect.. This data is from NCI-60 drug combinations with 297,098 pairs across 59 cell lines. (1) Drug 1: C1CC(C1)(C2=CC=C(C=C2)C3=C(C=C4C(=N3)C=CN5C4=NNC5=O)C6=CC=CC=C6)N. Drug 2: B(C(CC(C)C)NC(=O)C(CC1=CC=CC=C1)NC(=O)C2=NC=CN=C2)(O)O. Cell line: NCIH23. Synergy scores: CSS=52.3, Synergy_ZIP=-0.723, Synergy_Bliss=-0.346, Synergy_Loewe=-2.99, Synergy_HSA=1.42. (2) Drug 1: CC1=C2C(C(=O)C3(C(CC4C(C3C(C(C2(C)C)(CC1OC(=O)C(C(C5=CC=CC=C5)NC(=O)OC(C)(C)C)O)O)OC(=O)C6=CC=CC=C6)(CO4)OC(=O)C)O)C)O. Drug 2: CCC1(C2=C(COC1=O)C(=O)N3CC4=CC5=C(C=CC(=C5CN(C)C)O)N=C4C3=C2)O.Cl. Cell line: OVCAR-4. Synergy scores: CSS=7.39, Synergy_ZIP=-6.64, Synergy_Bliss=-6.08, Synergy_Loewe=-8.71, Synergy_HSA=-8.41. (3) Drug 1: C1CCN(CC1)CCOC2=CC=C(C=C2)C(=O)C3=C(SC4=C3C=CC(=C4)O)C5=CC=C(C=C5)O. Drug 2: C1=CN(C(=O)N=C1N)C2C(C(C(O2)CO)O)O.Cl. Cell line: EKVX. Synergy scores: CSS=12.9, Synergy_ZIP=-7.64, Synergy_Bliss=-4.53, Synergy_Loewe=-23.7, Synergy_HSA=-5.01. (4) Drug 1: CN1CCC(CC1)COC2=C(C=C3C(=C2)N=CN=C3NC4=C(C=C(C=C4)Br)F)OC. Drug 2: C1CCC(C1)C(CC#N)N2C=C(C=N2)C3=C4C=CNC4=NC=N3. Cell line: LOX IMVI. Synergy scores: CSS=12.9, Synergy_ZIP=-4.87, Synergy_Bliss=-2.22, Synergy_Loewe=-3.06, Synergy_HSA=0.379.